This data is from Full USPTO retrosynthesis dataset with 1.9M reactions from patents (1976-2016). The task is: Predict the reactants needed to synthesize the given product. Given the product [CH2:12]([O:19][C:3]1[C:2]([Br:1])=[CH:10][C:6]([C:7]([OH:9])=[O:8])=[CH:5][N:4]=1)[C:13]1[CH:18]=[CH:17][CH:16]=[CH:15][CH:14]=1, predict the reactants needed to synthesize it. The reactants are: [Br:1][C:2]1[C:3](Cl)=[N:4][CH:5]=[C:6]([CH:10]=1)[C:7]([OH:9])=[O:8].[CH2:12]([OH:19])[C:13]1[CH:18]=[CH:17][CH:16]=[CH:15][CH:14]=1.[OH-].[K+].Cl.